This data is from NCI-60 drug combinations with 297,098 pairs across 59 cell lines. The task is: Regression. Given two drug SMILES strings and cell line genomic features, predict the synergy score measuring deviation from expected non-interaction effect. (1) Drug 1: C1=C(C(=O)NC(=O)N1)N(CCCl)CCCl. Drug 2: CC12CCC3C(C1CCC2O)C(CC4=C3C=CC(=C4)O)CCCCCCCCCS(=O)CCCC(C(F)(F)F)(F)F. Cell line: CAKI-1. Synergy scores: CSS=38.7, Synergy_ZIP=-4.48, Synergy_Bliss=-9.60, Synergy_Loewe=-7.37, Synergy_HSA=-7.11. (2) Drug 1: CC1=C2C(C(=O)C3(C(CC4C(C3C(C(C2(C)C)(CC1OC(=O)C(C(C5=CC=CC=C5)NC(=O)OC(C)(C)C)O)O)OC(=O)C6=CC=CC=C6)(CO4)OC(=O)C)OC)C)OC. Drug 2: CS(=O)(=O)CCNCC1=CC=C(O1)C2=CC3=C(C=C2)N=CN=C3NC4=CC(=C(C=C4)OCC5=CC(=CC=C5)F)Cl. Cell line: HCC-2998. Synergy scores: CSS=69.3, Synergy_ZIP=12.8, Synergy_Bliss=13.0, Synergy_Loewe=-23.1, Synergy_HSA=12.0.